This data is from Catalyst prediction with 721,799 reactions and 888 catalyst types from USPTO. The task is: Predict which catalyst facilitates the given reaction. Reactant: [Cl:1][C:2]1[N:7]=[CH:6][C:5]([CH2:8][C:9]2[C:18]3[C:13](=[CH:14][CH:15]=[CH:16][CH:17]=3)[N:12]=[C:11]([C:19]([NH:21][C@H:22]3[CH2:27][CH2:26][CH2:25][CH2:24][C@@H:23]3[OH:28])=[O:20])[CH:10]=2)=[CH:4][CH:3]=1.C(N(CC)CC)C. Product: [Cl:1][C:2]1[N:7]=[CH:6][C:5]([CH2:8][C:9]2[C:18]3[C:13](=[CH:14][CH:15]=[CH:16][CH:17]=3)[N:12]=[C:11]([C:19]([NH:21][C@H:22]3[CH2:27][CH2:26][CH2:25][CH2:24][C@@H:23]3[OH:28])=[O:20])[CH:10]=2)=[CH:4][CH:3]=1.[OH:28][C@H:23]1[CH2:24][CH2:25][CH2:26][CH2:27][C@@H:22]1[NH:21][C:19]([C:11]1[CH:10]=[C:9]([CH2:8][C:5]2[CH:6]=[N:7][CH:2]=[CH:3][CH:4]=2)[C:18]2[C:13](=[CH:14][CH:15]=[CH:16][CH:17]=2)[N:12]=1)=[O:20]. The catalyst class is: 407.